Task: Regression. Given two drug SMILES strings and cell line genomic features, predict the synergy score measuring deviation from expected non-interaction effect.. Dataset: NCI-60 drug combinations with 297,098 pairs across 59 cell lines (1) Drug 1: COC1=C(C=C2C(=C1)N=CN=C2NC3=CC(=C(C=C3)F)Cl)OCCCN4CCOCC4. Drug 2: CC1=C2C(C(=O)C3(C(CC4C(C3C(C(C2(C)C)(CC1OC(=O)C(C(C5=CC=CC=C5)NC(=O)C6=CC=CC=C6)O)O)OC(=O)C7=CC=CC=C7)(CO4)OC(=O)C)O)C)OC(=O)C. Cell line: OVCAR3. Synergy scores: CSS=54.5, Synergy_ZIP=1.66, Synergy_Bliss=1.94, Synergy_Loewe=1.44, Synergy_HSA=5.98. (2) Drug 1: C1CC(=O)NC(=O)C1N2C(=O)C3=CC=CC=C3C2=O. Drug 2: C1CCC(C(C1)N)N.C(=O)(C(=O)[O-])[O-].[Pt+4]. Cell line: HOP-62. Synergy scores: CSS=5.78, Synergy_ZIP=-0.703, Synergy_Bliss=0.783, Synergy_Loewe=-12.4, Synergy_HSA=-7.04.